This data is from NCI-60 drug combinations with 297,098 pairs across 59 cell lines. The task is: Regression. Given two drug SMILES strings and cell line genomic features, predict the synergy score measuring deviation from expected non-interaction effect. (1) Drug 1: C1CC(=O)NC(=O)C1N2CC3=C(C2=O)C=CC=C3N. Drug 2: CC1C(C(CC(O1)OC2CC(OC(C2O)C)OC3=CC4=CC5=C(C(=O)C(C(C5)C(C(=O)C(C(C)O)O)OC)OC6CC(C(C(O6)C)O)OC7CC(C(C(O7)C)O)OC8CC(C(C(O8)C)O)(C)O)C(=C4C(=C3C)O)O)O)O. Cell line: SF-268. Synergy scores: CSS=4.27, Synergy_ZIP=-0.0156, Synergy_Bliss=-0.223, Synergy_Loewe=-64.6, Synergy_HSA=-1.11. (2) Drug 1: CCN(CC)CCNC(=O)C1=C(NC(=C1C)C=C2C3=C(C=CC(=C3)F)NC2=O)C. Drug 2: C1=CC=C(C(=C1)C(C2=CC=C(C=C2)Cl)C(Cl)Cl)Cl. Cell line: MCF7. Synergy scores: CSS=0.0485, Synergy_ZIP=1.02, Synergy_Bliss=1.41, Synergy_Loewe=-13.4, Synergy_HSA=-3.11. (3) Drug 1: CC1=C2C(C(=O)C3(C(CC4C(C3C(C(C2(C)C)(CC1OC(=O)C(C(C5=CC=CC=C5)NC(=O)OC(C)(C)C)O)O)OC(=O)C6=CC=CC=C6)(CO4)OC(=O)C)O)C)O. Drug 2: CC1CCC2CC(C(=CC=CC=CC(CC(C(=O)C(C(C(=CC(C(=O)CC(OC(=O)C3CCCCN3C(=O)C(=O)C1(O2)O)C(C)CC4CCC(C(C4)OC)OCCO)C)C)O)OC)C)C)C)OC. Cell line: DU-145. Synergy scores: CSS=9.08, Synergy_ZIP=-2.68, Synergy_Bliss=1.56, Synergy_Loewe=2.52, Synergy_HSA=2.79. (4) Drug 1: CC1=C2C(C(=O)C3(C(CC4C(C3C(C(C2(C)C)(CC1OC(=O)C(C(C5=CC=CC=C5)NC(=O)C6=CC=CC=C6)O)O)OC(=O)C7=CC=CC=C7)(CO4)OC(=O)C)O)C)OC(=O)C. Drug 2: CCC1(C2=C(COC1=O)C(=O)N3CC4=CC5=C(C=CC(=C5CN(C)C)O)N=C4C3=C2)O.Cl. Cell line: DU-145. Synergy scores: CSS=81.4, Synergy_ZIP=-0.609, Synergy_Bliss=-2.22, Synergy_Loewe=-2.58, Synergy_HSA=1.36.